From a dataset of Catalyst prediction with 721,799 reactions and 888 catalyst types from USPTO. Predict which catalyst facilitates the given reaction. (1) Reactant: [N+:1]([C:4]1[CH:5]=[N:6][C:7]2[C:12]([C:13]=1[NH:14][CH2:15][CH2:16][CH2:17]O)=[CH:11][CH:10]=[CH:9][CH:8]=2)([O-:3])=[O:2].S(Cl)([Cl:21])=O.ClCCl.C(=O)([O-])[O-].[Na+].[Na+]. Product: [Cl:21][CH2:17][CH2:16][CH2:15][NH:14][C:13]1[C:12]2[C:7](=[CH:8][CH:9]=[CH:10][CH:11]=2)[N:6]=[CH:5][C:4]=1[N+:1]([O-:3])=[O:2]. The catalyst class is: 6. (2) Product: [Cl:25][C:22]1[CH:23]=[CH:24][C:19]([NH:18][C:16]([C:11]2[C:10]([NH:9][C:7](=[S:8])[C:6]3[CH:26]=[CH:27][C:28]([CH3:30])=[CH:29][C:5]=3[OH:4])=[CH:15][CH:14]=[CH:13][N:12]=2)=[O:17])=[N:20][CH:21]=1. Reactant: C([O:4][C:5]1[CH:29]=[C:28]([CH3:30])[CH:27]=[CH:26][C:6]=1[C:7]([NH:9][C:10]1[C:11]([C:16]([NH:18][C:19]2[CH:24]=[CH:23][C:22]([Cl:25])=[CH:21][N:20]=2)=[O:17])=[N:12][CH:13]=[CH:14][CH:15]=1)=[S:8])(=O)C.C1COCC1.CO.C([O-])([O-])=O.[Na+].[Na+]. The catalyst class is: 646. (3) Reactant: C(N(CC)CC)C.[CH3:8][O:9][C:10]1[CH:15]=[CH:14][C:13]([OH:16])=[CH:12][CH:11]=1.[C:17](Cl)(=[O:19])[CH3:18]. Product: [CH3:8][O:9][C:10]1[CH:15]=[CH:14][C:13]([O:16][C:17](=[O:19])[CH3:18])=[CH:12][CH:11]=1. The catalyst class is: 28. (4) Reactant: C(O[C:6](=O)[N:7]([CH2:9][C:10]1[CH:15]=[CH:14][CH:13]=[C:12]([NH:16][C:17]2[S:18][C:19]([C:25]3[CH:30]=[CH:29][C:28]([F:31])=[CH:27][CH:26]=3)=[CH:20][C:21]=2[C:22]([NH2:24])=[O:23])[N:11]=1)C)(C)(C)C.FC(F)(F)C(O)=O. Product: [F:31][C:28]1[CH:29]=[CH:30][C:25]([C:19]2[S:18][C:17]([NH:16][C:12]3[CH:13]=[CH:14][CH:15]=[C:10]([CH2:9][NH:7][CH3:6])[N:11]=3)=[C:21]([C:22]([NH2:24])=[O:23])[CH:20]=2)=[CH:26][CH:27]=1. The catalyst class is: 4.